This data is from Reaction yield outcomes from USPTO patents with 853,638 reactions. The task is: Predict the reaction yield, written as a fraction of the theoretical maximum amount of product (1.0 means a 100% yield; for example, 0.34 means a 34% yield). (1) The reactants are [CH2:1]([CH2:3][NH2:4])[OH:2].[C:5]([O:9][C:10](=[O:13])[CH:11]=[CH2:12])([CH3:8])([CH3:7])[CH3:6].[CH2:14]([O:21][C:22](ON1C(=O)CCC1=O)=[O:23])[C:15]1[CH:20]=[CH:19][CH:18]=[CH:17][CH:16]=1.C(N(CC)CC)C. The catalyst is O1CCCC1.O. The product is [C:5]([O:9][C:10](=[O:13])[CH2:11][CH2:12][N:4]([C:22]([O:21][CH2:14][C:15]1[CH:20]=[CH:19][CH:18]=[CH:17][CH:16]=1)=[O:23])[CH2:3][CH2:1][OH:2])([CH3:8])([CH3:7])[CH3:6]. The yield is 0.850. (2) The reactants are Br[C:2]1[N:3]([CH:17]([CH3:19])[CH3:18])[C:4]2[CH:5]=[C:6]([Cl:16])[CH:7]=[C:8]([C:12]([O:14][CH3:15])=[O:13])[C:9]=2[C:10]=1[CH3:11].[C:20]([O:24][C:25]([NH:27][CH2:28][CH2:29][B-](F)(F)F)=[O:26])([CH3:23])([CH3:22])[CH3:21].[K+].C([O-])([O-])=O.[Cs+].[Cs+].CC(OC1C=CC=C(OC(C)C)C=1C1C(P(C2CCCCC2)C2CCCCC2)=CC=CC=1)C. The catalyst is C1(C)C=CC=CC=1.O.CCOC(C)=O.C([O-])(=O)C.[Pd+2].C([O-])(=O)C. The product is [C:20]([O:24][C:25]([NH:27][CH2:28][CH2:29][C:2]1[N:3]([CH:17]([CH3:19])[CH3:18])[C:4]2[CH:5]=[C:6]([Cl:16])[CH:7]=[C:8]([C:12]([O:14][CH3:15])=[O:13])[C:9]=2[C:10]=1[CH3:11])=[O:26])([CH3:23])([CH3:22])[CH3:21]. The yield is 0.337. (3) The catalyst is CN(C)C=O. The yield is 0.970. The reactants are [CH:1]1([C:7]2[C:8]3[CH:9]=[CH:10][C:11]([C:29]([O:31][CH3:32])=[O:30])=[CH:12][C:13]=3[N:14]3[CH2:20][C:19]([C:21]([O:23]C)=[O:22])=[CH:18][C:17]4[CH:25]=[CH:26][CH:27]=[CH:28][C:16]=4[C:15]=23)[CH2:6][CH2:5][CH2:4][CH2:3][CH2:2]1.[Li+].[OH-]. The product is [CH:1]1([C:7]2[C:8]3[CH:9]=[CH:10][C:11]([C:29]([O:31][CH3:32])=[O:30])=[CH:12][C:13]=3[N:14]3[CH:20]=[C:19]([C:21]([OH:23])=[O:22])[CH2:18][C:17]4[CH:25]=[CH:26][CH:27]=[CH:28][C:16]=4[C:15]=23)[CH2:2][CH2:3][CH2:4][CH2:5][CH2:6]1. (4) The catalyst is C(Cl)Cl. The product is [Cl:10][C:11]1[CH:21]=[C:20](/[CH:22]=[CH:23]/[CH:24]([C:29]2[CH:30]=[C:31]([Cl:37])[C:32]([Cl:36])=[C:33]([Cl:35])[CH:34]=2)[C:25]([F:26])([F:27])[F:28])[CH:19]=[CH:18][C:12]=1[C:13]([NH:1][CH2:2][C:3](=[O:4])[NH:5][CH2:24][C:25]([F:28])([F:27])[F:26])=[O:14]. The reactants are [NH2:1][CH2:2][C:3]([NH2:5])=[O:4].C[Al](C)C.[Cl:10][C:11]1[CH:21]=[C:20](/[CH:22]=[CH:23]/[CH:24]([C:29]2[CH:34]=[C:33]([Cl:35])[C:32]([Cl:36])=[C:31]([Cl:37])[CH:30]=2)[C:25]([F:28])([F:27])[F:26])[CH:19]=[CH:18][C:12]=1[C:13](OCC)=[O:14]. The yield is 0.500. (5) The reactants are [Cl:1][C:2]1[N:7]=[CH:6][C:5]([CH2:8][NH:9][C:10](=O)[C:11]2[CH:16]=[CH:15][C:14](/[CH:17]=[CH:18]/[CH:19]([C:24]3[CH:29]=[C:28]([Cl:30])[CH:27]=[C:26]([Cl:31])[CH:25]=3)[C:20]([F:23])([F:22])[F:21])=[CH:13][C:12]=2[CH3:32])=[CH:4][CH:3]=1.COC1C=CC(P2(SP(C3C=CC(OC)=CC=3)(=S)S2)=[S:43])=CC=1. The catalyst is C1(C)C=CC=CC=1. The product is [Cl:1][C:2]1[N:7]=[CH:6][C:5]([CH2:8][NH:9][C:10](=[S:43])[C:11]2[CH:16]=[CH:15][C:14](/[CH:17]=[CH:18]/[CH:19]([C:24]3[CH:29]=[C:28]([Cl:30])[CH:27]=[C:26]([Cl:31])[CH:25]=3)[C:20]([F:23])([F:22])[F:21])=[CH:13][C:12]=2[CH3:32])=[CH:4][CH:3]=1. The yield is 0.490. (6) The reactants are [Br:1][C:2]1[CH:3]=[N:4][N:5]2[C:10]([NH:11][CH2:12][CH:13]3[CH2:18][CH2:17][NH:16][CH2:15][CH2:14]3)=[CH:9][C:8]([C:19]3[CH:24]=[CH:23][CH:22]=[CH:21][C:20]=3[Cl:25])=[N:7][C:6]=12.C[Si]([N:30]=[C:31]=[O:32])(C)C. The catalyst is ClCCl. The product is [Br:1][C:2]1[CH:3]=[N:4][N:5]2[C:10]([NH:11][CH2:12][CH:13]3[CH2:14][CH2:15][N:16]([C:31]([NH2:30])=[O:32])[CH2:17][CH2:18]3)=[CH:9][C:8]([C:19]3[CH:24]=[CH:23][CH:22]=[CH:21][C:20]=3[Cl:25])=[N:7][C:6]=12. The yield is 0.860. (7) The reactants are C(OC([N:11]([CH2:21][C@H:22]1[N:26]([C:27]2[N:32]=[CH:31][C:30]([CH2:33][CH2:34][CH3:35])=[CH:29][N:28]=2)[CH2:25][C@H:24]([S:36][C:37](=[O:39])[CH3:38])[CH2:23]1)[CH2:12][C:13]1[CH:18]=[C:17]([F:19])[CH:16]=[CH:15][C:14]=1[F:20])=O)C1C=CC=CC=1.Br. The catalyst is C(O)(=O)C. The product is [F:20][C:14]1[CH:15]=[CH:16][C:17]([F:19])=[CH:18][C:13]=1[CH2:12][NH:11][CH2:21][C@H:22]1[N:26]([C:27]2[N:32]=[CH:31][C:30]([CH2:33][CH2:34][CH3:35])=[CH:29][N:28]=2)[CH2:25][C@H:24]([S:36][C:37](=[O:39])[CH3:38])[CH2:23]1. The yield is 0.630. (8) The reactants are [N:1]([C:4]1[CH:9]=[CH:8][C:7]([O:10][CH3:11])=[CH:6][CH:5]=1)=[N+:2]=[N-:3].[Cl:12][C:13]1[CH:18]=[CH:17][C:16]([CH2:19][C:20]#[N:21])=[C:15]([F:22])[CH:14]=1.C[O-].[Na+]. The catalyst is C(O)C. The product is [Cl:12][C:13]1[CH:18]=[CH:17][C:16]([C:19]2[N:3]=[N:2][N:1]([C:4]3[CH:5]=[CH:6][C:7]([O:10][CH3:11])=[CH:8][CH:9]=3)[C:20]=2[NH2:21])=[C:15]([F:22])[CH:14]=1. The yield is 0.0325.